From a dataset of Catalyst prediction with 721,799 reactions and 888 catalyst types from USPTO. Predict which catalyst facilitates the given reaction. (1) Reactant: [C:1]1([CH2:7][SH:8])[CH:6]=[CH:5][CH:4]=[CH:3][CH:2]=1.C(=O)([O-])[O-].[K+].[K+].F[C:16]1[CH:23]=[CH:22][CH:21]=[CH:20][C:17]=1[CH:18]=[O:19]. Product: [CH2:7]([S:8][C:16]1[CH:23]=[CH:22][CH:21]=[CH:20][C:17]=1[CH:18]=[O:19])[C:1]1[CH:6]=[CH:5][CH:4]=[CH:3][CH:2]=1. The catalyst class is: 16. (2) Reactant: [NH2:1][C:2]1[CH:10]=[CH:9][CH:8]=[C:7]2[C:3]=1[C:4](=[O:20])[N:5]([CH:12]1[CH2:17][CH2:16][C:15](=[O:18])[NH:14][C:13]1=[O:19])[C:6]2=[O:11].[O:21]([CH2:28][C:29](Cl)=[O:30])[C:22]1[CH:27]=[CH:26][CH:25]=[CH:24][CH:23]=1.CO. Product: [O:19]=[C:13]1[CH:12]([N:5]2[C:4](=[O:20])[C:3]3[C:7](=[CH:8][CH:9]=[CH:10][C:2]=3[NH:1][C:29](=[O:30])[CH2:28][O:21][C:22]3[CH:27]=[CH:26][CH:25]=[CH:24][CH:23]=3)[C:6]2=[O:11])[CH2:17][CH2:16][C:15](=[O:18])[NH:14]1. The catalyst class is: 165.